From a dataset of Reaction yield outcomes from USPTO patents with 853,638 reactions. Predict the reaction yield, written as a fraction of the theoretical maximum amount of product (1.0 means a 100% yield; for example, 0.34 means a 34% yield). (1) The reactants are [O:1]1[CH:5]=[CH:4][CH:3]=[C:2]1[C:6](Cl)=[O:7].[Cl:9][C:10]1[CH:11]=[C:12]2[C:17](=[CH:18][CH:19]=1)[N:16]([CH2:20][C:21]1[CH:26]=[CH:25][C:24]([F:27])=[CH:23][CH:22]=1)[C:15](=[O:28])[C:14]([C:29]#[N:30])=[C:13]2[N:31]1[CH2:36][CH2:35][NH:34][CH2:33][CH2:32]1. The catalyst is N1C=CC=CC=1. The product is [Cl:9][C:10]1[CH:11]=[C:12]2[C:17](=[CH:18][CH:19]=1)[N:16]([CH2:20][C:21]1[CH:22]=[CH:23][C:24]([F:27])=[CH:25][CH:26]=1)[C:15](=[O:28])[C:14]([C:29]#[N:30])=[C:13]2[N:31]1[CH2:36][CH2:35][N:34]([C:6]([C:2]2[O:1][CH:5]=[CH:4][CH:3]=2)=[O:7])[CH2:33][CH2:32]1. The yield is 0.430. (2) The reactants are [Cl:1][C:2]1[CH:3]=[C:4]([CH:7]=[CH:8][C:9]=1[Cl:10])[CH2:5][NH2:6].[CH2:11]([O:18][NH:19][C:20]([C:22]1[C:27]([O:28][CH2:29][C:30]2[CH:35]=[CH:34][CH:33]=[CH:32][CH:31]=2)=[C:26]([CH2:36][OH:37])[C:25]([C:38](NCC2C=CC(F)=CC=2)=[O:39])=[CH:24][N:23]=1)=[O:21])[C:12]1[CH:17]=[CH:16][CH:15]=[CH:14][CH:13]=1. The catalyst is CN(C=O)C. The product is [CH2:11]([O:18][NH:19][C:20]([C:22]1[C:27]([O:28][CH2:29][C:30]2[CH:35]=[CH:34][CH:33]=[CH:32][CH:31]=2)=[C:26]([CH2:36][OH:37])[C:25]([C:38]([NH:6][CH2:5][C:4]2[CH:7]=[CH:8][C:9]([Cl:10])=[C:2]([Cl:1])[CH:3]=2)=[O:39])=[CH:24][N:23]=1)=[O:21])[C:12]1[CH:17]=[CH:16][CH:15]=[CH:14][CH:13]=1. The yield is 0.290.